From a dataset of Forward reaction prediction with 1.9M reactions from USPTO patents (1976-2016). Predict the product of the given reaction. (1) The product is: [CH:10]1([N:14]2[C:26]3[CH2:25][CH2:24][CH:23]([CH:27]4[CH2:32][CH2:31][O:30][CH2:29][CH2:28]4)[CH2:22][C:21]=3[C:20]3[C:15]2=[CH:16][CH:17]=[C:18]([C:33]([N:41]([CH2:42][CH3:43])[CH2:40][C:39]([NH:38][CH2:36][CH3:37])=[O:44])=[O:34])[CH:19]=3)[CH2:11][CH2:12][CH2:13]1. Given the reactants C(N(CC)C(C)C)(C)C.[CH:10]1([N:14]2[C:26]3[CH2:25][CH2:24][CH:23]([CH:27]4[CH2:32][CH2:31][O:30][CH2:29][CH2:28]4)[CH2:22][C:21]=3[C:20]3[C:15]2=[CH:16][CH:17]=[C:18]([C:33](O)=[O:34])[CH:19]=3)[CH2:13][CH2:12][CH2:11]1.[CH2:36]([NH:38][C:39](=[O:44])[CH2:40][NH:41][CH2:42][CH3:43])[CH3:37].CN(C(ON1N=NC2C=CC=NC1=2)=[N+](C)C)C.F[P-](F)(F)(F)(F)F, predict the reaction product. (2) Given the reactants [C:1]([N:5]1[C:10](=[O:11])[C:9]([Cl:12])=[C:8]([O:13][CH2:14][C:15]2[CH:20]=[CH:19][C:18]([O:21][CH:22]([CH2:35][CH3:36])[CH2:23]OS(C3C=CC(C)=CC=3)(=O)=O)=[CH:17][CH:16]=2)[CH:7]=[N:6]1)([CH3:4])([CH3:3])[CH3:2].[F-:37].[K+].C1N2CCOCCOCCN(CCOCCOCC2)CCOCCOC1, predict the reaction product. The product is: [C:1]([N:5]1[C:10](=[O:11])[C:9]([Cl:12])=[C:8]([O:13][CH2:14][C:15]2[CH:20]=[CH:19][C:18]([O:21][CH:22]([CH2:35][CH3:36])[CH2:23][F:37])=[CH:17][CH:16]=2)[CH:7]=[N:6]1)([CH3:4])([CH3:3])[CH3:2]. (3) Given the reactants C[O:2][C:3](=O)[CH2:4][CH2:5][CH2:6][C:7]([N:9]([CH2:22][CH3:23])[CH2:10][CH2:11][NH:12][C:13](=[O:21])[C:14]1[CH:19]=[CH:18][C:17]([NH2:20])=[CH:16][CH:15]=1)=[O:8].[OH:25][NH2:26].Cl, predict the reaction product. The product is: [OH:25][NH:26][C:3](=[O:2])[CH2:4][CH2:5][CH2:6][C:7]([N:9]([CH2:22][CH3:23])[CH2:10][CH2:11][NH:12][C:13](=[O:21])[C:14]1[CH:19]=[CH:18][C:17]([NH2:20])=[CH:16][CH:15]=1)=[O:8]. (4) Given the reactants [F:1][C:2]([F:39])([F:38])[C:3]1[CH:37]=[CH:36][C:6]([CH2:7][C:8]2[CH:13]=[CH:12][C:11]([O:14][C:15]([N:17]3[CH2:22][CH2:21][CH:20]([O:23][C:24]4[CH:29]=[CH:28][C:27]([C:30]([O:32]CC=C)=[O:31])=[CH:26][CH:25]=4)[CH2:19][CH2:18]3)=[O:16])=[CH:10][CH:9]=2)=[CH:5][CH:4]=1.CC1(C)CC(=O)CC(=O)C1, predict the reaction product. The product is: [F:38][C:2]([F:1])([F:39])[C:3]1[CH:37]=[CH:36][C:6]([CH2:7][C:8]2[CH:13]=[CH:12][C:11]([O:14][C:15]([N:17]3[CH2:22][CH2:21][CH:20]([O:23][C:24]4[CH:29]=[CH:28][C:27]([C:30]([OH:32])=[O:31])=[CH:26][CH:25]=4)[CH2:19][CH2:18]3)=[O:16])=[CH:10][CH:9]=2)=[CH:5][CH:4]=1. (5) Given the reactants Cl[C:2]1[C:11]([CH:12]=[O:13])=[CH:10][C:9]2[C:4](=[C:5]([CH3:14])[CH:6]=[CH:7][CH:8]=2)[N:3]=1.[F:15][C:16]1[CH:21]=[CH:20][CH:19]=[CH:18][C:17]=1B(O)O.C(=O)([O-])[O-].[Na+].[Na+], predict the reaction product. The product is: [F:15][C:16]1[CH:21]=[CH:20][CH:19]=[CH:18][C:17]=1[C:2]1[C:11]([CH:12]=[O:13])=[CH:10][C:9]2[C:4](=[C:5]([CH3:14])[CH:6]=[CH:7][CH:8]=2)[N:3]=1. (6) Given the reactants C(N)C=C.C(N)C(=C)C.NC1C=CC(C=C)=CC=1.C(NC1C=CC=CC=1)=C.[CH:28]1[C:50]2=[C:51]3[C:31]4[C:32]([CH:44]=[CH:45][C:46]3=[C:47]([S:53]([O-:56])(=[O:55])=[O:54])[CH:48]=[C:49]2[OH:52])=[C:33]([S:40]([O-:43])(=[O:42])=[O:41])[CH:34]=[C:35]([S:36]([O-:39])(=[O:38])=[O:37])[C:30]=4[CH:29]=1.[Na+:57].[Na+].[Na+].S(Cl)(Cl)(=O)=O.[OH-].[Na+], predict the reaction product. The product is: [CH:28]1[C:50]2=[C:51]3[C:31]4[C:32]([CH:44]=[CH:45][C:46]3=[C:47]([S:53]([O-:56])(=[O:55])=[O:54])[CH:48]=[C:49]2[OH:52])=[C:33]([S:40]([O-:43])(=[O:42])=[O:41])[CH:34]=[C:35]([S:36]([O-:39])(=[O:37])=[O:38])[C:30]=4[CH:29]=1.[Na+:57].[Na+:57].[Na+:57]. (7) Given the reactants [CH2:1]([O:8][CH2:9][N:10]1[C:15](=[O:16])[C:14]([Br:17])=[N:13][N:12]([CH2:18][C:19](F)(F)C2C=CC=CC=2)[C:11]1=[O:28])[C:2]1[CH:7]=[CH:6][CH:5]=[CH:4][CH:3]=1.[C:29]1([C@@H:35]2C[C@H:36]2CO)[CH:34]=[CH:33][CH:32]=[CH:31][CH:30]=1, predict the reaction product. The product is: [CH2:1]([O:8][CH2:9][N:10]1[C:15](=[O:16])[C:14]([Br:17])=[N:13][N:12]([CH2:18][C@@H:19]2[CH2:36][C@H:35]2[C:29]2[CH:34]=[CH:33][CH:32]=[CH:31][CH:30]=2)[C:11]1=[O:28])[C:2]1[CH:7]=[CH:6][CH:5]=[CH:4][CH:3]=1.